Dataset: Catalyst prediction with 721,799 reactions and 888 catalyst types from USPTO. Task: Predict which catalyst facilitates the given reaction. (1) Reactant: CS(O[CH2:6][C@H:7]1[O:16][C:11]2=[N:12][CH:13]=[CH:14][CH:15]=[C:10]2[O:9][CH2:8]1)(=O)=O.[CH2:17]([NH2:24])[C:18]1[CH:23]=[CH:22][CH:21]=[CH:20][CH:19]=1.C([O-])(O)=O.[Na+]. The catalyst class is: 12. Product: [C:18]1([CH2:17][NH:24][CH2:6][C@@H:7]2[O:16][C:11]3=[N:12][CH:13]=[CH:14][CH:15]=[C:10]3[O:9][CH2:8]2)[CH:23]=[CH:22][CH:21]=[CH:20][CH:19]=1. (2) Reactant: [F:1][C:2]1[CH:7]=[CH:6][CH:5]=[C:4]([F:8])[C:3]=1[N:9]1[C:14]2[N:15]=[C:16](S(C)=O)[N:17]=[C:18]([C:19]3[CH:20]=[C:21]([CH:28]=[CH:29][C:30]=3[CH3:31])[C:22]([NH:24][CH2:25][CH2:26][CH3:27])=[O:23])[C:13]=2[CH2:12][NH:11][C:10]1=[O:35].[CH3:36][N:37]([CH3:43])[CH2:38][CH2:39][CH2:40][NH:41][CH3:42]. Product: [F:1][C:2]1[CH:7]=[CH:6][CH:5]=[C:4]([F:8])[C:3]=1[N:9]1[C:14]2[N:15]=[C:16]([N:41]([CH2:40][CH2:39][CH2:38][N:37]([CH3:43])[CH3:36])[CH3:42])[N:17]=[C:18]([C:19]3[CH:20]=[C:21]([CH:28]=[CH:29][C:30]=3[CH3:31])[C:22]([NH:24][CH2:25][CH2:26][CH3:27])=[O:23])[C:13]=2[CH2:12][NH:11][C:10]1=[O:35]. The catalyst class is: 2. (3) Reactant: [Br:1]N1C(=O)CCC1=O.[Cl:9][C:10]1[CH:11]=[C:12]([C:16]2[C:21]3[N:22]([CH2:25][C@H:26]4[CH2:31][CH2:30][C@H:29]([CH3:32])[CH2:28][CH2:27]4)[CH:23]=[N:24][C:20]=3[CH:19]=[C:18]([C:33]#[N:34])[N:17]=2)[CH:13]=[N:14][CH:15]=1. Product: [Br:1][C:23]1[N:22]([CH2:25][C@H:26]2[CH2:31][CH2:30][C@H:29]([CH3:32])[CH2:28][CH2:27]2)[C:21]2[C:16]([C:12]3[CH:13]=[N:14][CH:15]=[C:10]([Cl:9])[CH:11]=3)=[N:17][C:18]([C:33]#[N:34])=[CH:19][C:20]=2[N:24]=1. The catalyst class is: 452. (4) Reactant: [CH3:1][O:2][C:3]1[CH:8]=[CH:7][C:6]([NH2:9])=[CH:5][CH:4]=1.[N+:10]([C:13]1[CH:18]=[CH:17][C:16]([CH2:19][C:20](O)=[O:21])=[CH:15][CH:14]=1)([O-:12])=[O:11].Cl.CN(C)CCCN=C=NCC. Product: [CH3:1][O:2][C:3]1[CH:8]=[CH:7][C:6]([NH:9][C:20](=[O:21])[CH2:19][C:16]2[CH:15]=[CH:14][C:13]([N+:10]([O-:12])=[O:11])=[CH:18][CH:17]=2)=[CH:5][CH:4]=1. The catalyst class is: 17. (5) Reactant: [CH2:1]([N:8]1[CH2:17][CH2:16][C:15]2[C:14](Cl)=[N:13][CH:12]=[N:11][C:10]=2[CH2:9]1)[C:2]1[CH:7]=[CH:6][CH:5]=[CH:4][CH:3]=1.[F:19][C:20]([F:29])([F:28])[C:21]1[N:26]=[CH:25][C:24]([NH2:27])=[CH:23][CH:22]=1.I.O. Product: [CH2:1]([N:8]1[CH2:17][CH2:16][C:15]2[C:14]([NH:27][C:24]3[CH:25]=[N:26][C:21]([C:20]([F:29])([F:19])[F:28])=[CH:22][CH:23]=3)=[N:13][CH:12]=[N:11][C:10]=2[CH2:9]1)[C:2]1[CH:7]=[CH:6][CH:5]=[CH:4][CH:3]=1. The catalyst class is: 12.